Dataset: Forward reaction prediction with 1.9M reactions from USPTO patents (1976-2016). Task: Predict the product of the given reaction. (1) Given the reactants [C:1]([C:3]1[CH:4]=[C:5]([CH:9]=[CH:10][C:11]=1[O:12][CH:13]([CH3:15])[CH3:14])[C:6]([OH:8])=O)#[N:2].C1C=CC2N(O)N=NC=2C=1.CCN=C=NCCCN(C)C.O[NH:38][C:39]([C:41]1[CH:50]=[CH:49][CH:48]=[C:47]2[C:42]=1[CH2:43][CH2:44][CH2:45][C@@H:46]2[NH:51][C:52](=[O:58])[O:53][C:54]([CH3:57])([CH3:56])[CH3:55])=[NH:40], predict the reaction product. The product is: [C:1]([C:3]1[CH:4]=[C:5]([C:6]2[O:8][N:40]=[C:39]([C:41]3[CH:50]=[CH:49][CH:48]=[C:47]4[C:42]=3[CH2:43][CH2:44][CH2:45][C@@H:46]4[NH:51][C:52](=[O:58])[O:53][C:54]([CH3:56])([CH3:55])[CH3:57])[N:38]=2)[CH:9]=[CH:10][C:11]=1[O:12][CH:13]([CH3:15])[CH3:14])#[N:2]. (2) Given the reactants Br[C:2]1[CH:24]=[CH:23][C:5]2[C:6]3[N:10]([CH2:11][CH2:12][O:13][C:4]=2[CH:3]=1)[CH:9]=[C:8]([C:14]1[N:18]([CH:19]([CH3:21])[CH3:20])[N:17]=[C:16]([NH2:22])[N:15]=1)[N:7]=3.[F:25][C:26]1[CH:27]=[N:28][CH:29]=[C:30](B2OC(C)(C)C(C)(C)O2)[CH:31]=1, predict the reaction product. The product is: [F:25][C:26]1[CH:31]=[C:30]([C:2]2[CH:24]=[CH:23][C:5]3[C:6]4[N:10]([CH:9]=[C:8]([C:14]5[N:18]([CH:19]([CH3:21])[CH3:20])[N:17]=[C:16]([NH2:22])[N:15]=5)[N:7]=4)[CH2:11][CH2:12][O:13][C:4]=3[CH:3]=2)[CH:29]=[N:28][CH:27]=1. (3) Given the reactants [CH3:1][O:2][C:3]1[CH:4]=[CH:5][C:6]2[N:11]=[CH:10][C:9](=[O:12])[N:8]([C:13]3[CH:14]=[C:15]4[C:20](=[CH:21][CH:22]=3)[CH:19]([CH2:23][NH:24]C(=O)OC(C)(C)C)[CH2:18][CH2:17][CH2:16]4)[C:7]=2[N:32]=1.C(Cl)(Cl)[Cl:34].Cl, predict the reaction product. The product is: [ClH:34].[NH2:24][CH2:23][CH:19]1[CH2:18][CH2:17][CH2:16][C:15]2[CH:14]=[C:13]([N:8]3[C:9](=[O:12])[CH:10]=[N:11][C:6]4[CH:5]=[CH:4][C:3]([O:2][CH3:1])=[N:32][C:7]3=4)[CH:22]=[CH:21][C:20]1=2. (4) Given the reactants [CH3:1][NH:2][CH2:3][CH:4]1[CH2:8][C:7]2[CH:9]=[CH:10][CH:11]=[C:12]([C:13]3[C:18]([Cl:19])=[CH:17][C:16]([Cl:20])=[CH:15][C:14]=3[Cl:21])[C:6]=2[O:5]1.C(N(C(C)C)CC)(C)C.Cl[C:32]([O:34][CH2:35][C:36]1[CH:41]=[CH:40][CH:39]=[CH:38][CH:37]=1)=[O:33].C1(C2C3OC(CNC(=O)OCC4C=CC=CC=4)CC=3C=CC=2)CCCC1, predict the reaction product. The product is: [CH3:1][N:2]([CH2:3][CH:4]1[CH2:8][C:7]2[CH:9]=[CH:10][CH:11]=[C:12]([C:13]3[C:14]([Cl:21])=[CH:15][C:16]([Cl:20])=[CH:17][C:18]=3[Cl:19])[C:6]=2[O:5]1)[C:32](=[O:33])[O:34][CH2:35][C:36]1[CH:41]=[CH:40][CH:39]=[CH:38][CH:37]=1. (5) The product is: [CH2:27]([O:26][C:23]1[N:22]=[N:21][C:20]([CH2:19][CH2:18][C:12]2[CH:11]=[C:10]3[C:15]([CH2:16][CH2:17][NH:8][CH2:9]3)=[CH:14][CH:13]=2)=[CH:25][CH:24]=1)[C:28]1[CH:29]=[CH:30][CH:31]=[CH:32][CH:33]=1. Given the reactants C(OC([N:8]1[CH2:17][CH2:16][C:15]2[C:10](=[CH:11][C:12]([CH2:18][CH2:19][C:20]3[N:21]=[N:22][C:23]([O:26][CH2:27][C:28]4[CH:33]=[CH:32][CH:31]=[CH:30][CH:29]=4)=[CH:24][CH:25]=3)=[CH:13][CH:14]=2)[CH2:9]1)=O)(C)(C)C.FC(F)(F)C(O)=O.[OH-].[Na+], predict the reaction product. (6) Given the reactants ClC1C=CC=C(C(OO)=[O:9])C=1.[CH3:12][N:13]1[C:26]2[CH:25]=[CH:24][C:23]([C:27]3[C:36]4[C:31](=[CH:32][CH:33]=[CH:34][CH:35]=4)[CH:30]=[CH:29][CH:28]=3)=[CH:22][C:21]=2[S:20][C:19]2[C:14]1=[CH:15][CH:16]=[C:17]([C:37]1[C:46]3[C:41](=[CH:42][CH:43]=[CH:44][CH:45]=3)[CH:40]=[CH:39][CH:38]=1)[CH:18]=2, predict the reaction product. The product is: [CH3:12][N:13]1[C:14]2[CH:15]=[CH:16][C:17]([C:37]3[C:46]4[C:41](=[CH:42][CH:43]=[CH:44][CH:45]=4)[CH:40]=[CH:39][CH:38]=3)=[CH:18][C:19]=2[S:20](=[O:9])[C:21]2[C:26]1=[CH:25][CH:24]=[C:23]([C:27]1[C:36]3[C:31](=[CH:32][CH:33]=[CH:34][CH:35]=3)[CH:30]=[CH:29][CH:28]=1)[CH:22]=2.